This data is from Catalyst prediction with 721,799 reactions and 888 catalyst types from USPTO. The task is: Predict which catalyst facilitates the given reaction. (1) Reactant: [CH3:1][C:2]1[C:11]([CH3:12])=[C:10]2[C:5]([CH2:6][CH2:7][C:8]([CH2:14][CH2:15][CH2:16][CH:17]([CH2:19][CH2:20][CH2:21][CH:22]([CH2:24][CH2:25][CH2:26][CH:27]([CH3:29])[CH3:28])[CH3:23])[CH3:18])([CH3:13])[O:9]2)=[C:4]([CH3:30])[C:3]=1[OH:31].[O:32]=[P:33]12[O:40][P:33]3([O:40][P:33]([O:34]P([O:34]3)([O:40]1)=O)(=[O:32])[O:34]2)=[O:32].[OH-].[Na+]. Product: [CH3:12][C:11]1[C:2]([CH3:1])=[C:3]([O:31][P:33]([OH:40])([OH:34])=[O:32])[C:4]([CH3:30])=[C:5]2[CH2:6][CH2:7][C@:8]([CH2:14][CH2:15][CH2:16][C@@H:17]([CH2:19][CH2:20][CH2:21][C@@H:22]([CH2:24][CH2:25][CH2:26][CH:27]([CH3:29])[CH3:28])[CH3:23])[CH3:18])([CH3:13])[O:9][C:10]=12. The catalyst class is: 6. (2) Reactant: Br[C:2]1[CH:7]=[C:6]([C:8]([F:11])([F:10])[F:9])[CH:5]=[C:4]([N+:12]([O-:14])=[O:13])[CH:3]=1.[CH3:15][S:16]([O-:18])=[O:17].[Na+].[OH-].[Na+]. Product: [CH3:15][S:16]([C:2]1[CH:7]=[C:6]([C:8]([F:11])([F:10])[F:9])[CH:5]=[C:4]([N+:12]([O-:14])=[O:13])[CH:3]=1)(=[O:18])=[O:17]. The catalyst class is: 16. (3) Reactant: [C:1]([C:5]1[CH:28]=[CH:27][C:8]2[N:9]([CH2:19][O:20][CH2:21][CH2:22][Si:23]([CH3:26])([CH3:25])[CH3:24])[C:10]([CH2:12][CH:13]3[CH2:16][CH:15]([CH:17]=O)[CH2:14]3)=[N:11][C:7]=2[CH:6]=1)([CH3:4])([CH3:3])[CH3:2].[CH3:29][C:30]1([CH3:53])[O:34][C@@H:33]2[C@@H:35]([CH2:48][NH:49][CH:50]([CH3:52])[CH3:51])[CH2:36][C@@H:37]([N:38]3[C:42]4[N:43]=[CH:44][N:45]=[C:46]([NH2:47])[C:41]=4[CH:40]=[CH:39]3)[C@@H:32]2[O:31]1.S([O-])([O-])(=O)=O.[Mg+2].C(O[BH-](OC(=O)C)OC(=O)C)(=O)C.[Na+]. Product: [C:1]([C:5]1[CH:28]=[CH:27][C:8]2[N:9]([CH2:19][O:20][CH2:21][CH2:22][Si:23]([CH3:24])([CH3:26])[CH3:25])[C:10]([CH2:12][CH:13]3[CH2:16][CH:15]([CH2:17][N:49]([CH2:48][C@@H:35]4[C@H:33]5[O:34][C:30]([CH3:53])([CH3:29])[O:31][C@H:32]5[C@H:37]([N:38]5[C:42]6[N:43]=[CH:44][N:45]=[C:46]([NH2:47])[C:41]=6[CH:40]=[CH:39]5)[CH2:36]4)[CH:50]([CH3:52])[CH3:51])[CH2:14]3)=[N:11][C:7]=2[CH:6]=1)([CH3:3])([CH3:2])[CH3:4]. The catalyst class is: 26. (4) Reactant: [O:1]1[CH2:6][CH2:5][CH:4]([C:7]([OH:9])=O)[CH2:3][CH2:2]1.C[N+]1(C2N=C(OC)N=C(OC)N=2)CCOCC1.[Cl-].[F:28][C:29]([F:52])([F:51])[C:30]1[CH:35]=[CH:34][C:33]([C@@H:36]2[NH:42][CH2:41][C:40]3[CH:43]=[CH:44][C:45]([C:47]([O:49][CH3:50])=[O:48])=[CH:46][C:39]=3[O:38][CH2:37]2)=[CH:32][CH:31]=1. Product: [O:1]1[CH2:2][CH2:3][CH:4]([C:7]([N:42]2[CH2:41][C:40]3[CH:43]=[CH:44][C:45]([C:47]([O:49][CH3:50])=[O:48])=[CH:46][C:39]=3[O:38][CH2:37][C@@H:36]2[C:33]2[CH:34]=[CH:35][C:30]([C:29]([F:51])([F:28])[F:52])=[CH:31][CH:32]=2)=[O:9])[CH2:5][CH2:6]1. The catalyst class is: 31. (5) Reactant: [CH3:1][O:2][C:3]1[CH:12]=[CH:11][C:10]([N+:13]([O-])=O)=[C:9]2[C:4]=1[CH:5]=[CH:6][CH:7]=[N:8]2.Cl[Sn]Cl. Product: [CH3:1][O:2][C:3]1[CH:12]=[CH:11][C:10]([NH2:13])=[C:9]2[C:4]=1[CH:5]=[CH:6][CH:7]=[N:8]2. The catalyst class is: 209. (6) Reactant: [Cl:1][C:2]1[C:3]2[N:10]([CH2:11][CH2:12][NH:13]C(=O)OC(C)(C)C)[CH:9]=[CH:8][C:4]=2[N:5]=[CH:6][N:7]=1.[Cl:21][C:22]1[CH:23]=[C:24]([CH:26]=[CH:27][C:28]=1[O:29][C:30]1[CH:35]=[CH:34][CH:33]=[C:32]([CH3:36])[CH:31]=1)[NH2:25].C(=O)([O-])O.[Na+]. Product: [ClH:1].[ClH:21].[NH2:13][CH2:12][CH2:11][N:10]1[C:3]2[C:2]([NH:25][C:24]3[CH:26]=[CH:27][C:28]([O:29][C:30]4[CH:35]=[CH:34][CH:33]=[C:32]([CH3:36])[CH:31]=4)=[C:22]([Cl:21])[CH:23]=3)=[N:7][CH:6]=[N:5][C:4]=2[CH:8]=[CH:9]1. The catalyst class is: 32. (7) Reactant: [Cl:1][C:2]1[C:3]([C:7]2[S:8][C:9]([Cl:12])=[CH:10][CH:11]=2)=[N:4][NH:5][CH:6]=1.C([O-])([O-])=O.[K+].[K+].Cl[CH2:20][C:21]([N:23]1[CH2:28][CH2:27][N:26]([C:29]2[CH:34]=[CH:33][C:32]([F:35])=[CH:31][CH:30]=2)[CH2:25][CH2:24]1)=[O:22].CN(C=O)C. Product: [Cl:1][C:2]1[C:3]([C:7]2[S:8][C:9]([Cl:12])=[CH:10][CH:11]=2)=[N:4][N:5]([CH2:20][C:21]([N:23]2[CH2:24][CH2:25][N:26]([C:29]3[CH:34]=[CH:33][C:32]([F:35])=[CH:31][CH:30]=3)[CH2:27][CH2:28]2)=[O:22])[CH:6]=1. The catalyst class is: 195.